Dataset: Full USPTO retrosynthesis dataset with 1.9M reactions from patents (1976-2016). Task: Predict the reactants needed to synthesize the given product. Given the product [C:1]([O:5][C:6](=[O:7])[NH:8][CH2:9][CH:10]1[CH2:11][CH2:12][CH:13]([C:16]([N:30]2[CH2:31][CH2:32][N:27]([C:22](=[O:26])[CH:23]([CH3:24])[CH3:25])[CH2:28][CH2:29]2)=[O:18])[CH2:14][CH2:15]1)([CH3:2])([CH3:3])[CH3:4], predict the reactants needed to synthesize it. The reactants are: [C:1]([O:5][C:6]([NH:8][CH2:9][C@H:10]1[CH2:15][CH2:14][C@H:13]([C:16]([OH:18])=O)[CH2:12][CH2:11]1)=[O:7])([CH3:4])([CH3:3])[CH3:2].C(Cl)Cl.[C:22]([N:27]1[CH2:32][CH2:31][NH:30][CH2:29][CH2:28]1)(=[O:26])[CH:23]([CH3:25])[CH3:24].